This data is from Full USPTO retrosynthesis dataset with 1.9M reactions from patents (1976-2016). The task is: Predict the reactants needed to synthesize the given product. (1) Given the product [O:31]1[CH2:32][CH2:33][CH2:34][CH2:35][CH:30]1[O:29][C:26]1[CH:27]=[CH:28][C:23]([N:20]2[CH2:21][CH2:22][CH:17]([CH2:16][C:15]3[CH:36]=[CH:37][C:12]([OH:11])=[CH:13][CH:14]=3)[CH2:18][CH2:19]2)=[CH:24][CH:25]=1, predict the reactants needed to synthesize it. The reactants are: C(O)C.C([O:11][C:12]1[CH:37]=[CH:36][C:15]([CH:16]=[C:17]2[CH2:22][CH2:21][N:20]([C:23]3[CH:28]=[CH:27][C:26]([O:29][CH:30]4[CH2:35][CH2:34][CH2:33][CH2:32][O:31]4)=[CH:25][CH:24]=3)[CH2:19][CH2:18]2)=[CH:14][CH:13]=1)C1C=CC=CC=1. (2) Given the product [Cl:13][C:8]1[CH:9]=[CH:10][CH:11]=[CH:12][C:7]=1[C:5]1[N:6]=[C:2]([NH:1][C:22]2[CH:21]=[C:20]([CH:19]([O:30][CH3:31])[O:18][CH3:17])[CH:25]=[CH:24][C:23]=2[N+:26]([O-:28])=[O:27])[S:3][C:4]=1[C:14]([NH2:16])=[O:15], predict the reactants needed to synthesize it. The reactants are: [NH2:1][C:2]1[S:3][C:4]([C:14]([NH2:16])=[O:15])=[C:5]([C:7]2[CH:12]=[CH:11][CH:10]=[CH:9][C:8]=2[Cl:13])[N:6]=1.[CH3:17][O:18][CH:19]([O:30][CH3:31])[C:20]1[CH:25]=[CH:24][C:23]([N+:26]([O-:28])=[O:27])=[C:22](F)[CH:21]=1.C(=O)([O-])[O-].[Cs+].[Cs+].CN(C)C=O. (3) Given the product [Cl:19][C:18]1[CH:17]=[N+:16]([O-:20])[CH:15]=[C:14]([Cl:21])[C:13]=1[CH2:12][C@@H:11]([C:22]1[CH:27]=[CH:26][C:25]([O:28][CH:29]([F:30])[F:31])=[C:24]([O:32][CH2:33][CH:34]2[CH2:35][CH2:36]2)[CH:23]=1)[O:10][C:8](=[O:9])[N:7]([CH3:37])[CH2:6][C:5]1[CH:38]=[CH:39][C:2]([NH:1][S:41]([CH3:40])(=[O:43])=[O:42])=[CH:3][CH:4]=1, predict the reactants needed to synthesize it. The reactants are: [NH2:1][C:2]1[CH:39]=[CH:38][C:5]([CH2:6][N:7]([CH3:37])[C:8]([O:10][C@H:11]([C:22]2[CH:27]=[CH:26][C:25]([O:28][CH:29]([F:31])[F:30])=[C:24]([O:32][CH2:33][CH:34]3[CH2:36][CH2:35]3)[CH:23]=2)[CH2:12][C:13]2[C:18]([Cl:19])=[CH:17][N+:16]([O-:20])=[CH:15][C:14]=2[Cl:21])=[O:9])=[CH:4][CH:3]=1.[CH3:40][S:41](Cl)(=[O:43])=[O:42]. (4) Given the product [Cl:1][C:2]1[CH:7]=[C:6]([F:8])[CH:5]=[CH:4][C:3]=1[NH:9][S:10]([CH:13]1[C:18]([C:19]([O:21][CH2:22][CH3:23])=[O:20])=[CH:17][C:44]([O:45][CH3:46])([O:47][CH3:48])[CH2:15][CH2:14]1)(=[O:11])=[O:12], predict the reactants needed to synthesize it. The reactants are: [Cl:1][C:2]1[CH:7]=[C:6]([F:8])[CH:5]=[CH:4][C:3]=1[NH:9][S:10]([CH:13]1[C:18]([C:19]([O:21][CH2:22][CH3:23])=[O:20])=[CH:17]C(=O)[CH2:15][CH2:14]1)(=[O:12])=[O:11].C1(C)C=CC(S([O-])(=O)=O)=CC=1.[NH+]1C=CC=CC=1.CO[CH:44]([O:47][CH3:48])[O:45][CH3:46].O. (5) Given the product [CH3:1][O:2][C:3]([C:5]1[S:6][C:7]2/[C:8](=[CH:26]/[C:24]([O:23][CH3:22])=[O:25])/[CH2:9][O:10][C:11]3[CH:18]=[CH:17][C:16]([Br:19])=[CH:15][C:12]=3[C:13]=2[N:14]=1)=[O:4], predict the reactants needed to synthesize it. The reactants are: [CH3:1][O:2][C:3]([C:5]1[S:6][C:7]2[C:8](=O)[CH2:9][O:10][C:11]3[CH:18]=[CH:17][C:16]([Br:19])=[CH:15][C:12]=3[C:13]=2[N:14]=1)=[O:4].[Br-].[CH3:22][O:23][C:24]([CH2:26][P+](C1C=CC=CC=1)(C1C=CC=CC=1)C1C=CC=CC=1)=[O:25].[H-].[Na+]. (6) Given the product [F:21][C:20]([F:22])([F:23])[O:19][C:16]1[CH:15]=[CH:14][C:13]([C:12]#[C:11][CH2:10][C:6]2([CH2:4][OH:3])[CH2:7][CH2:8][CH2:9]2)=[CH:18][CH:17]=1, predict the reactants needed to synthesize it. The reactants are: C([O:3][C:4]([C:6]1([CH2:10][C:11]#[C:12][C:13]2[CH:18]=[CH:17][C:16]([O:19][C:20]([F:23])([F:22])[F:21])=[CH:15][CH:14]=2)[CH2:9][CH2:8][CH2:7]1)=O)C.CC(C[AlH]CC(C)C)C. (7) The reactants are: [CH2:1]([O:3][CH2:4][C:5]1[N:6]([NH2:18])[C:7]2[C:16]3[CH:15]=[CH:14][CH:13]=[CH:12][C:11]=3[N:10]=[CH:9][C:8]=2[N:17]=1)[CH3:2].C(O[CH:22](OCC)[CH2:23][CH2:24][NH:25][C:26](=[O:32])[O:27][C:28]([CH3:31])([CH3:30])[CH3:29])C. Given the product [CH2:1]([O:3][CH2:4][C:5]1[N:6]([N:18]=[CH:22][CH2:23][CH2:24][NH:25][C:26](=[O:32])[O:27][C:28]([CH3:31])([CH3:30])[CH3:29])[C:7]2[C:16]3[CH:15]=[CH:14][CH:13]=[CH:12][C:11]=3[N:10]=[CH:9][C:8]=2[N:17]=1)[CH3:2], predict the reactants needed to synthesize it.